Predict the product of the given reaction. From a dataset of Forward reaction prediction with 1.9M reactions from USPTO patents (1976-2016). (1) Given the reactants Br[C:2]1[CH:3]=[CH:4][C:5]([F:16])=[C:6]([C:8]2[N:15]=[CH:14][CH:13]=[CH:12][C:9]=2[C:10]#[N:11])[CH:7]=1.[CH3:17][C:18]1([CH3:39])[CH2:23][O:22][B:21]([C:24]2[CH:25]=[CH:26][C:27]([F:38])=[C:28]([C:30]3[N:37]=[CH:36][CH:35]=[CH:34][C:31]=3[C:32]#[N:33])[CH:29]=2)[O:20][CH2:19]1.C(C1C(C2C=C(B(O)O)C=CC=2F)=NC=CC=1)#N.Br[C:59]1[N:63]2[N:64]=[CH:65][C:66]([C:68]([F:71])([F:70])[F:69])=[N:67][C:62]2=[N:61][CH:60]=1, predict the reaction product. The product is: [CH3:17][C:18]1([CH3:39])[CH2:19][O:20][B:21]([C:24]2[CH:25]=[CH:26][C:27]([F:38])=[C:28]([C:30]3[N:37]=[CH:36][CH:35]=[CH:34][C:31]=3[C:32]#[N:33])[CH:29]=2)[O:22][CH2:23]1.[F:16][C:5]1[CH:4]=[CH:3][C:2]([C:59]2[N:63]3[N:64]=[CH:65][C:66]([C:68]([F:69])([F:70])[F:71])=[N:67][C:62]3=[N:61][CH:60]=2)=[CH:7][C:6]=1[C:8]1[N:15]=[CH:14][CH:13]=[CH:12][C:9]=1[C:10]#[N:11]. (2) Given the reactants [F:1][C:2]1[CH:7]=[CH:6][C:5]([C:8]2[N:13]=[C:12]([NH:14][C:15]3[CH:20]=[CH:19][C:18](SC)=[CH:17][CH:16]=3)[C:11]3[C:23]([CH3:27])=[N:24][N:25]([CH3:26])[C:10]=3[CH:9]=2)=[CH:4][CH:3]=1.O[O:29][S:30]([O-:32])=O.[K+].[CH3:34]C(C)=O, predict the reaction product. The product is: [F:1][C:2]1[CH:7]=[CH:6][C:5]([C:8]2[N:13]=[C:12]([NH:14][C:15]3[CH:20]=[CH:19][C:18]([S:30]([CH3:34])(=[O:32])=[O:29])=[CH:17][CH:16]=3)[C:11]3[C:23]([CH3:27])=[N:24][N:25]([CH3:26])[C:10]=3[CH:9]=2)=[CH:4][CH:3]=1. (3) Given the reactants [N:1]1[CH:6]=[CH:5][C:4]([N:7]2[CH2:12][CH2:11][CH:10]([C:13](OCC)=[O:14])[CH2:9][CH2:8]2)=[CH:3][CH:2]=1.[H-].[Al+3].[Li+].[H-].[H-].[H-].O.[OH-].[Na+], predict the reaction product. The product is: [N:1]1[CH:6]=[CH:5][C:4]([N:7]2[CH2:8][CH2:9][CH:10]([CH2:13][OH:14])[CH2:11][CH2:12]2)=[CH:3][CH:2]=1. (4) Given the reactants Cl[C:2]1[C:3]2[NH:10][CH:9]=[CH:8][C:4]=2[N:5]=[CH:6][N:7]=1.[O:11]([C:18]1[CH:19]=[C:20](B(O)O)[CH:21]=[CH:22][CH:23]=1)[C:12]1[CH:17]=[CH:16][CH:15]=[CH:14][CH:13]=1.O[CH2:28][CH:29]1[CH2:34][CH2:33][N:32]([C:35]([O:37]C(C)(C)C)=O)[CH2:31][CH2:30]1.[C:42](Cl)(=O)[CH:43]=C, predict the reaction product. The product is: [O:11]([C:18]1[CH:19]=[C:20]([C:2]2[C:3]3[N:10]([CH2:28][CH:29]4[CH2:30][CH2:31][N:32]([C:35](=[O:37])[CH:42]=[CH2:43])[CH2:33][CH2:34]4)[CH:9]=[CH:8][C:4]=3[N:5]=[CH:6][N:7]=2)[CH:21]=[CH:22][CH:23]=1)[C:12]1[CH:17]=[CH:16][CH:15]=[CH:14][CH:13]=1. (5) Given the reactants O.[CH:2]1[C:7]([C:8]2[CH:13]=[CH:12][C:11]3[C:14]([O:16][C:17](=[O:18])[C:10]=3[CH:9]=2)=[O:15])=[CH:6][C:5]2[C:19](OC(=O)[C:4]=2C=1)=O.[CH:35]1[CH:36]=[C:37]2[C:44]([O:43][C:41](=[O:42])[C:38]2=[C:39]([C:35]2[CH:40]=[CH:39][C:38]3[C:41]([O:43][C:44](=[O:45])[C:37]=3[CH:36]=2)=[O:42])[CH:40]=1)=[O:45].[CH:46]1[C:51](N)=[CH:50][CH:49]=[C:48]([NH2:53])[CH:47]=1.C[N:55]1[CH2:59][CH2:58][CH2:57][C:56]1=[O:60], predict the reaction product. The product is: [CH3:19][C:5]1([CH3:4])[C:13]2[CH:12]=[C:11]([NH2:55])[CH:10]=[CH:9][C:8]=2[C:7]([C:51]2[CH:50]=[CH:49][C:48]([NH2:53])=[CH:47][CH:46]=2)([CH3:2])[CH2:6]1.[CH:9]1[C:57]([C:56]([C:35]2[CH:40]=[CH:39][C:38]3[C:41]([O:43][C:44](=[O:45])[C:37]=3[CH:36]=2)=[O:42])=[O:60])=[CH:58][C:59]2[C:17]([O:16][C:14](=[O:15])[C:11]=2[CH:10]=1)=[O:18].